The task is: Predict which catalyst facilitates the given reaction.. This data is from Catalyst prediction with 721,799 reactions and 888 catalyst types from USPTO. (1) Reactant: Cl.Cl.[CH3:3][C:4]1[CH:13]=[C:12]([NH:14][C:15](=[O:28])[NH:16][CH2:17][CH2:18][N:19]2[CH2:24][CH2:23][CH2:22][CH:21]([C:25]([OH:27])=O)[CH2:20]2)[C:11]2[C:6](=[CH:7][CH:8]=[CH:9][CH:10]=2)[N:5]=1.[CH3:29][NH:30][C:31]1[CH:36]=[CH:35][CH:34]=[CH:33][CH:32]=1.C(P1(=O)OP(CCC)(=O)OP(CCC)(=O)O1)CC. Product: [CH3:29][N:30]([C:31]1[CH:36]=[CH:35][CH:34]=[CH:33][CH:32]=1)[C:25]([CH:21]1[CH2:22][CH2:23][CH2:24][N:19]([CH2:18][CH2:17][NH:16][C:15]([NH:14][C:12]2[C:11]3[C:6](=[CH:7][CH:8]=[CH:9][CH:10]=3)[N:5]=[C:4]([CH3:3])[CH:13]=2)=[O:28])[CH2:20]1)=[O:27]. The catalyst class is: 3. (2) Reactant: F[C:2]1[CH:7]=[CH:6][CH:5]=[CH:4][C:3]=1[N+:8]([O-:10])=[O:9].[CH:11]1([NH2:17])[CH2:16][CH2:15][CH2:14][CH2:13][CH2:12]1.C(=O)([O-])[O-].[K+].[K+]. Product: [CH:11]1([NH:17][C:2]2[CH:7]=[CH:6][CH:5]=[CH:4][C:3]=2[N+:8]([O-:10])=[O:9])[CH2:16][CH2:15][CH2:14][CH2:13][CH2:12]1. The catalyst class is: 10. (3) Reactant: C([O:3][C:4](=O)[CH2:5][O:6][C:7]1[CH:12]=[CH:11][CH:10]=[C:9]([C:13]([CH2:29][CH3:30])=[C:14]([C:22]2[CH:27]=[CH:26][C:25]([OH:28])=[CH:24][CH:23]=2)[C:15]2[CH:20]=[CH:19][C:18]([OH:21])=[CH:17][CH:16]=2)[CH:8]=1)C.[H-].[H-].[H-].[H-].[Li+].[Al+3]. Product: [OH:3][CH2:4][CH2:5][O:6][C:7]1[CH:8]=[C:9]([C:13]([CH2:29][CH3:30])=[C:14]([C:15]2[CH:16]=[CH:17][C:18]([OH:21])=[CH:19][CH:20]=2)[C:22]2[CH:27]=[CH:26][C:25]([OH:28])=[CH:24][CH:23]=2)[CH:10]=[CH:11][CH:12]=1. The catalyst class is: 1. (4) Reactant: CC(OC([NH:8][C@@H:9]([C@@H:16]([CH3:19])[CH2:17][CH3:18])/[CH:10]=[CH:11]/[C:12]([O:14][CH3:15])=[O:13])=O)(C)C.[C:20]([OH:26])([C:22]([F:25])([F:24])[F:23])=[O:21]. Product: [F:23][C:22]([F:25])([F:24])[C:20]([OH:26])=[O:21].[NH2:8][C@@H:9]([C@@H:16]([CH3:19])[CH2:17][CH3:18])/[CH:10]=[CH:11]/[C:12]([O:14][CH3:15])=[O:13]. The catalyst class is: 2. (5) Reactant: [C:1]([NH:4][C:5]1[CH:25]=[CH:24][C:8]([CH2:9][N:10]([O:22][CH3:23])[C:11](=[O:21])[CH:12]=[C:13]2[C:17](=[O:18])[O:16][C:15](C)(C)[O:14]2)=[CH:7][CH:6]=1)(=[O:3])[CH3:2]. Product: [CH3:15][O:16][C:17](=[O:18])[C:13]([OH:14])=[CH:12][C:11](=[O:21])[N:10]([CH2:9][C:8]1[CH:24]=[CH:25][C:5]([NH:4][C:1](=[O:3])[CH3:2])=[CH:6][CH:7]=1)[O:22][CH3:23]. The catalyst class is: 5. (6) Reactant: [C:1]([O:5][C:6]([N:8]1[CH2:13][CH:12]=[C:11]([C:14]2[CH:19]=[CH:18][CH:17]=[C:16]([O:20][CH3:21])[CH:15]=2)[CH2:10][CH2:9]1)=[O:7])([CH3:4])([CH3:3])[CH3:2].C1C=C(Cl)C=C(C(OO)=[O:30])C=1. Product: [C:1]([O:5][C:6]([N:8]1[CH2:9][CH2:10][C:11]2([C:14]3[CH:19]=[CH:18][CH:17]=[C:16]([O:20][CH3:21])[CH:15]=3)[CH:12]([O:30]2)[CH2:13]1)=[O:7])([CH3:4])([CH3:3])[CH3:2]. The catalyst class is: 2. (7) Reactant: [CH3:1][O:2][CH2:3][C:4]1[C:13]2[C:8](=[CH:9][CH:10]=[CH:11][CH:12]=2)[C:7]([C:14]([NH:16][C:17]2[C:18]([C:23]([NH:25][CH2:26][CH:27]3[CH2:32][CH2:31][CH2:30][CH2:29][N:28]3C(OC(C)(C)C)=O)=[O:24])=[N:19][CH:20]=[CH:21][CH:22]=2)=[O:15])=[CH:6][CH:5]=1.[C:40]([OH:46])([C:42]([F:45])([F:44])[F:43])=[O:41]. Product: [CH3:1][O:2][CH2:3][C:4]1[C:13]2[C:8](=[CH:9][CH:10]=[CH:11][CH:12]=2)[C:7]([C:14]([NH:16][C:17]2[C:18]([C:23]([NH:25][CH2:26][CH:27]3[CH2:32][CH2:31][CH2:30][CH2:29][NH:28]3)=[O:24])=[N:19][CH:20]=[CH:21][CH:22]=2)=[O:15])=[CH:6][CH:5]=1.[C:40]([OH:46])([C:42]([F:45])([F:44])[F:43])=[O:41]. The catalyst class is: 2.